The task is: Predict the reactants needed to synthesize the given product.. This data is from Full USPTO retrosynthesis dataset with 1.9M reactions from patents (1976-2016). Given the product [CH3:1][O:2][C:3](=[O:22])[CH2:4][CH2:5][C:6]([C:8]1[C:9]([O:21][S:31]([C:34]([F:37])([F:36])[F:35])(=[O:32])=[O:30])=[CH:10][C:11]([O:14][CH:15]2[CH2:20][CH2:19][CH2:18][CH2:17][O:16]2)=[CH:12][C:13]=1[CH3:23])=[O:7], predict the reactants needed to synthesize it. The reactants are: [CH3:1][O:2][C:3](=[O:22])[CH2:4][CH2:5][C:6]([C:8]1[CH:13]=[CH:12][C:11]([O:14][CH:15]2[CH2:20][CH2:19][CH2:18][CH2:17][O:16]2)=[CH:10][C:9]=1[OH:21])=[O:7].[CH3:23]CN(CC)CC.[O:30](S(C(F)(F)F)(=O)=O)[S:31]([C:34]([F:37])([F:36])[F:35])(=O)=[O:32].